Dataset: Forward reaction prediction with 1.9M reactions from USPTO patents (1976-2016). Task: Predict the product of the given reaction. (1) The product is: [CH3:12][C:9]1[CH:8]=[C:7]([CH2:6][C:13]#[N:14])[O:11][N:10]=1. Given the reactants CS(O[CH2:6][C:7]1[O:11][N:10]=[C:9]([CH3:12])[CH:8]=1)(=O)=O.[C-:13]#[N:14].[K+], predict the reaction product. (2) Given the reactants Br[C:2]1[C:10]2[O:9][CH:8]([CH2:11][NH:12][CH3:13])[CH2:7][C:6]=2[CH:5]=[CH:4][CH:3]=1.[CH3:14][C:15]1[CH:20]=[CH:19][CH:18]=[CH:17][C:16]=1B(O)O, predict the reaction product. The product is: [CH3:13][NH:12][CH2:11][CH:8]1[CH2:7][C:6]2[CH:5]=[CH:4][CH:3]=[C:2]([C:16]3[CH:17]=[CH:18][CH:19]=[CH:20][C:15]=3[CH3:14])[C:10]=2[O:9]1. (3) Given the reactants [C:1]([C:4]1[C:9]2[N:10]=[C:11]([C:13]3[CH:31]=[CH:30][C:16]([CH2:17][N:18](C)[C:19](=O)OCC4C=CC=CC=4)=[CH:15][CH:14]=3)[O:12][C:8]=2[CH:7]=[CH:6][CH:5]=1)(=[O:3])[NH2:2], predict the reaction product. The product is: [CH3:19][NH:18][CH2:17][C:16]1[CH:15]=[CH:14][C:13]([C:11]2[O:12][C:8]3[C:9](=[C:4]([C:1]([NH2:2])=[O:3])[CH:5]=[CH:6][CH:7]=3)[N:10]=2)=[CH:31][CH:30]=1. (4) Given the reactants C1(P(C2C=CC=CC=2)C2C=CC=CC=2)C=CC=CC=1.O.[CH2:21]([C:24]1[C:32]2[O:31][N:30]=[C:29]([C:33]([F:36])([F:35])[F:34])[C:28]=2[CH:27]=[CH:26][C:25]=1[O:37][CH2:38][CH2:39][CH2:40][N:41]=[N+]=[N-])[CH2:22][CH3:23], predict the reaction product. The product is: [CH2:21]([C:24]1[C:32]2[O:31][N:30]=[C:29]([C:33]([F:36])([F:34])[F:35])[C:28]=2[CH:27]=[CH:26][C:25]=1[O:37][CH2:38][CH2:39][CH2:40][NH2:41])[CH2:22][CH3:23]. (5) The product is: [CH2:18]([O:17][C:13]1[CH:14]=[C:15]2[C:10](=[C:11]3[CH2:22][C:21]([CH3:24])([CH3:23])[O:20][C:12]=13)[C:9]([C:25]1[CH:30]=[CH:29][CH:28]=[CH:27][CH:26]=1)=[N:8][C:7]([CH2:6][NH:5][C:3](=[O:4])[CH2:2][N:33]([CH3:34])[CH3:32])([CH3:31])[CH2:16]2)[CH3:19]. Given the reactants Cl[CH2:2][C:3]([NH:5][CH2:6][C:7]1([CH3:31])[CH2:16][C:15]2[C:10](=[C:11]3[CH2:22][C:21]([CH3:24])([CH3:23])[O:20][C:12]3=[C:13]([O:17][CH2:18][CH3:19])[CH:14]=2)[C:9]([C:25]2[CH:30]=[CH:29][CH:28]=[CH:27][CH:26]=2)=[N:8]1)=[O:4].[CH3:32][NH:33][CH3:34].O, predict the reaction product. (6) Given the reactants [CH2:1]([O:8][C:9]1[CH:14]=[CH:13][N:12]([C:15]2[CH:16]=[C:17]3[C:21](=[CH:22][CH:23]=2)[N:20]([CH2:24][CH2:25][N:26]2[CH2:30][CH2:29][CH2:28][CH2:27]2)[N:19]=[CH:18]3)[C:11](=[O:31])[CH:10]=1)[C:2]1[CH:7]=[CH:6][CH:5]=[CH:4][CH:3]=1.[ClH:32], predict the reaction product. The product is: [ClH:32].[CH2:1]([O:8][C:9]1[CH:14]=[CH:13][N:12]([C:15]2[CH:16]=[C:17]3[C:21](=[CH:22][CH:23]=2)[N:20]([CH2:24][CH2:25][N:26]2[CH2:30][CH2:29][CH2:28][CH2:27]2)[N:19]=[CH:18]3)[C:11](=[O:31])[CH:10]=1)[C:2]1[CH:7]=[CH:6][CH:5]=[CH:4][CH:3]=1. (7) Given the reactants [Br:1][C:2]1[C:3]([F:12])=[CH:4][C:5]([O:10][CH3:11])=[C:6]([CH2:8][OH:9])[CH:7]=1, predict the reaction product. The product is: [Br:1][C:2]1[C:3]([F:12])=[CH:4][C:5]([O:10][CH3:11])=[C:6]([CH:7]=1)[CH:8]=[O:9]. (8) Given the reactants [C:1]([C:5]1[CH:10]=[CH:9][C:8]([N:11]2[C:19]3[C:14](=[CH:15][CH:16]=[CH:17][CH:18]=3)[C:13]([CH:20]=[O:21])=[C:12]2Cl)=[CH:7][CH:6]=1)([CH3:4])([CH3:3])[CH3:2].[CH3:23][N:24]([CH3:28])[CH2:25][CH2:26][NH2:27], predict the reaction product. The product is: [C:1]([C:5]1[CH:10]=[CH:9][C:8]([N:11]2[C:19]3[C:14](=[CH:15][CH:16]=[CH:17][CH:18]=3)[C:13]([CH:20]=[O:21])=[C:12]2[NH:27][CH2:26][CH2:25][N:24]([CH3:28])[CH3:23])=[CH:7][CH:6]=1)([CH3:4])([CH3:3])[CH3:2]. (9) Given the reactants [Cl:1][C:2]1[C:11]2[C:6](=[CH:7][C:8]([O:13][CH3:14])=[C:9]([OH:12])[CH:10]=2)[N:5]=[CH:4][N:3]=1.[N:15]1([CH2:21][CH2:22]O)[CH2:20][CH2:19][O:18][CH2:17][CH2:16]1, predict the reaction product. The product is: [Cl:1][C:2]1[C:11]2[C:6](=[CH:7][C:8]([O:13][CH3:14])=[C:9]([O:12][CH2:22][CH2:21][N:15]3[CH2:20][CH2:19][O:18][CH2:17][CH2:16]3)[CH:10]=2)[N:5]=[CH:4][N:3]=1.